Task: Predict the reactants needed to synthesize the given product.. Dataset: Full USPTO retrosynthesis dataset with 1.9M reactions from patents (1976-2016) Given the product [CH2:23]([O:22][P:18]([CH2:17][C:16]1[CH:15]=[CH:14][C:13]([NH:12][C:4]2[N:3]=[C:2]([NH:30][C:31]3[C:36]4[C:37](=[O:41])[N:38]([CH3:40])[CH2:39][C:35]=4[CH:34]=[CH:33][N+:32]=3[O-:42])[C:7]([C:8]([F:11])([F:9])[F:10])=[CH:6][N:5]=2)=[CH:27][CH:26]=1)(=[O:25])[O:19][CH2:20][CH3:21])[CH3:24], predict the reactants needed to synthesize it. The reactants are: Cl[C:2]1[C:7]([C:8]([F:11])([F:10])[F:9])=[CH:6][N:5]=[C:4]([NH:12][C:13]2[CH:27]=[CH:26][C:16]([CH2:17][P:18](=[O:25])([O:22][CH2:23][CH3:24])[O:19][CH2:20][CH3:21])=[CH:15][C:14]=2OC)[N:3]=1.[NH2:30][C:31]1[C:36]2[C:37](=[O:41])[N:38]([CH3:40])[CH2:39][C:35]=2[CH:34]=[CH:33][N+:32]=1[O-:42].